This data is from Peptide-MHC class I binding affinity with 185,985 pairs from IEDB/IMGT. The task is: Regression. Given a peptide amino acid sequence and an MHC pseudo amino acid sequence, predict their binding affinity value. This is MHC class I binding data. The peptide sequence is KFKPRFAGV. The MHC is HLA-A02:01 with pseudo-sequence HLA-A02:01. The binding affinity (normalized) is 0.0847.